This data is from NCI-60 drug combinations with 297,098 pairs across 59 cell lines. The task is: Regression. Given two drug SMILES strings and cell line genomic features, predict the synergy score measuring deviation from expected non-interaction effect. (1) Drug 2: C(CCl)NC(=O)N(CCCl)N=O. Drug 1: CC(CN1CC(=O)NC(=O)C1)N2CC(=O)NC(=O)C2. Synergy scores: CSS=28.9, Synergy_ZIP=-4.78, Synergy_Bliss=1.77, Synergy_Loewe=1.12, Synergy_HSA=2.40. Cell line: SK-MEL-2. (2) Drug 1: C1=C(C(=O)NC(=O)N1)F. Drug 2: CCC(=C(C1=CC=CC=C1)C2=CC=C(C=C2)OCCN(C)C)C3=CC=CC=C3.C(C(=O)O)C(CC(=O)O)(C(=O)O)O. Cell line: K-562. Synergy scores: CSS=23.4, Synergy_ZIP=-7.85, Synergy_Bliss=-9.85, Synergy_Loewe=-11.5, Synergy_HSA=-10.2. (3) Drug 1: C1=NC2=C(N1)C(=S)N=C(N2)N. Drug 2: C(=O)(N)NO. Cell line: NCIH23. Synergy scores: CSS=46.2, Synergy_ZIP=-3.25, Synergy_Bliss=-3.32, Synergy_Loewe=-29.1, Synergy_HSA=-3.12. (4) Synergy scores: CSS=0.873, Synergy_ZIP=0.534, Synergy_Bliss=1.10, Synergy_Loewe=-2.34, Synergy_HSA=-1.87. Cell line: OVCAR-8. Drug 2: N.N.Cl[Pt+2]Cl. Drug 1: CN(C)N=NC1=C(NC=N1)C(=O)N. (5) Drug 1: CCC1(C2=C(COC1=O)C(=O)N3CC4=CC5=C(C=CC(=C5CN(C)C)O)N=C4C3=C2)O.Cl. Drug 2: CC1C(C(CC(O1)OC2CC(CC3=C2C(=C4C(=C3O)C(=O)C5=CC=CC=C5C4=O)O)(C(=O)C)O)N)O. Cell line: MDA-MB-435. Synergy scores: CSS=44.8, Synergy_ZIP=-7.18, Synergy_Bliss=-6.46, Synergy_Loewe=-4.78, Synergy_HSA=-3.29. (6) Drug 1: C1C(C(OC1N2C=C(C(=O)NC2=O)F)CO)O. Drug 2: CCC1(C2=C(COC1=O)C(=O)N3CC4=CC5=C(C=CC(=C5CN(C)C)O)N=C4C3=C2)O.Cl. Cell line: 786-0. Synergy scores: CSS=22.0, Synergy_ZIP=-4.03, Synergy_Bliss=-1.58, Synergy_Loewe=-3.82, Synergy_HSA=0.712. (7) Drug 1: COC1=CC(=CC(=C1O)OC)C2C3C(COC3=O)C(C4=CC5=C(C=C24)OCO5)OC6C(C(C7C(O6)COC(O7)C8=CC=CS8)O)O. Drug 2: CC12CCC3C(C1CCC2OP(=O)(O)O)CCC4=C3C=CC(=C4)OC(=O)N(CCCl)CCCl.[Na+]. Cell line: CCRF-CEM. Synergy scores: CSS=51.9, Synergy_ZIP=-0.453, Synergy_Bliss=-0.572, Synergy_Loewe=-43.1, Synergy_HSA=0.698. (8) Drug 1: CC1=C2C(C(=O)C3(C(CC4C(C3C(C(C2(C)C)(CC1OC(=O)C(C(C5=CC=CC=C5)NC(=O)OC(C)(C)C)O)O)OC(=O)C6=CC=CC=C6)(CO4)OC(=O)C)O)C)O. Drug 2: CC12CCC3C(C1CCC2OP(=O)(O)O)CCC4=C3C=CC(=C4)OC(=O)N(CCCl)CCCl.[Na+]. Cell line: SW-620. Synergy scores: CSS=53.0, Synergy_ZIP=24.7, Synergy_Bliss=21.8, Synergy_Loewe=29.5, Synergy_HSA=21.8.